This data is from Forward reaction prediction with 1.9M reactions from USPTO patents (1976-2016). The task is: Predict the product of the given reaction. (1) Given the reactants O[CH:2]([C:19]1[CH:24]=[CH:23][CH:22]=[C:21]([F:25])[CH:20]=1)[C:3]1[S:18][C:6]2[N:7]([CH2:14][CH:15]([CH3:17])[CH3:16])[C:8](=[O:13])[N:9]([CH3:12])[C:10](=[O:11])[C:5]=2[CH:4]=1.C([SiH](CC)CC)C.[OH-].[Na+], predict the reaction product. The product is: [F:25][C:21]1[CH:20]=[C:19]([CH2:2][C:3]2[S:18][C:6]3[N:7]([CH2:14][CH:15]([CH3:16])[CH3:17])[C:8](=[O:13])[N:9]([CH3:12])[C:10](=[O:11])[C:5]=3[CH:4]=2)[CH:24]=[CH:23][CH:22]=1. (2) Given the reactants [BH4-].[Na+].[CH:3]1[C:8]2=[N:9][C:10]3[CH2:11][CH2:12][CH2:13][CH2:14][C:15]=3[N:16]=[C:7]2[CH:6]=[CH:5][N:4]=1.CN1CCN(C)[C:20]2[CH:25]=N[CH:27]=[CH:28][C:19]1=2.[C:29](N1CCN(C(=O)C)C2C=CN=CC1=2)(=O)[CH3:30].N1CCNC2C=NC=C[C:46]1=2, predict the reaction product. The product is: [C:14]1([CH:15]2[CH:10]([C:19]3[CH:20]=[CH:25][CH:46]=[CH:27][CH:28]=3)[NH:9][C:8]3[CH:3]=[N:4][CH:5]=[CH:6][C:7]=3[NH:16]2)[CH:13]=[CH:12][CH:11]=[CH:30][CH:29]=1. (3) Given the reactants [Cl:1][C:2]1[C:10]([C:11]2[C:12]([CH3:18])=[N:13][N:14]([CH3:17])[C:15]=2[CH3:16])=[C:9]2[C:5]([C:6]([CH2:20][CH2:21][CH2:22][O:23][C:24]3[CH:29]=[C:28]([CH3:30])[C:27]([Cl:31])=[C:26]([CH3:32])[CH:25]=3)=[C:7]([CH3:19])[NH:8]2)=[CH:4][CH:3]=1.Br[CH2:34][C:35]1[CH:45]=[CH:44][C:38]([C:39]([O:41]CC)=[O:40])=[CH:37][N:36]=1, predict the reaction product. The product is: [Cl:1][C:2]1[C:10]([C:11]2[C:12]([CH3:18])=[N:13][N:14]([CH3:17])[C:15]=2[CH3:16])=[C:9]2[C:5]([C:6]([CH2:20][CH2:21][CH2:22][O:23][C:24]3[CH:25]=[C:26]([CH3:32])[C:27]([Cl:31])=[C:28]([CH3:30])[CH:29]=3)=[C:7]([CH3:19])[N:8]2[CH2:34][C:35]2[CH:45]=[CH:44][C:38]([C:39]([OH:41])=[O:40])=[CH:37][N:36]=2)=[CH:4][CH:3]=1.